Task: Predict which catalyst facilitates the given reaction.. Dataset: Catalyst prediction with 721,799 reactions and 888 catalyst types from USPTO (1) Reactant: [C:1](Cl)(=[O:3])[CH3:2].N1C=CC=CC=1.[OH:11][C:12]1[CH:20]=[CH:19][C:15]([CH2:16][CH2:17][Br:18])=[CH:14][CH:13]=1. Product: [C:1]([O:11][C:12]1[CH:20]=[CH:19][C:15]([CH2:16][CH2:17][Br:18])=[CH:14][CH:13]=1)(=[O:3])[CH3:2]. The catalyst class is: 34. (2) Reactant: [NH2:1][CH2:2][C:3]1[C:4]([NH:20][C@H:21]([C:23]2[CH:28]=[CH:27][C:26]([F:29])=[CH:25][CH:24]=2)[CH3:22])=[N:5][C:6]([NH:10][C:11]2[CH:15]=[C:14]([O:16][CH:17]([CH3:19])[CH3:18])[NH:13][N:12]=2)=[C:7]([F:9])[CH:8]=1.[CH3:30][S:31](O)(=[O:33])=[O:32].CCN(C(C)C)C(C)C. Product: [F:9][C:7]1[CH:8]=[C:3]([CH2:2][NH:1][S:31]([CH3:30])(=[O:33])=[O:32])[C:4]([NH:20][C@H:21]([C:23]2[CH:24]=[CH:25][C:26]([F:29])=[CH:27][CH:28]=2)[CH3:22])=[N:5][C:6]=1[NH:10][C:11]1[CH:15]=[C:14]([O:16][CH:17]([CH3:18])[CH3:19])[NH:13][N:12]=1. The catalyst class is: 142. (3) Reactant: [C:1]([C:3]1[CH:4]=[N:5][C:6]2[C:11]([C:12]=1[NH:13][C:14]1[CH:19]=[CH:18][C:17](I)=[C:16]3[O:21][CH2:22][O:23][C:15]=13)=[CH:10][C:9]([O:24][CH3:25])=[C:8]([O:26][CH3:27])[CH:7]=2)#[N:2].[C:28](#[N:31])[CH:29]=[CH2:30].C(N(CC)CC)C. Product: [C:1]([C:3]1[CH:4]=[N:5][C:6]2[C:11]([C:12]=1[NH:13][C:14]1[CH:19]=[CH:18][C:17]([CH:30]=[CH:29][C:28]#[N:31])=[C:16]3[O:21][CH2:22][O:23][C:15]=13)=[CH:10][C:9]([O:24][CH3:25])=[C:8]([O:26][CH3:27])[CH:7]=2)#[N:2]. The catalyst class is: 826. (4) Reactant: Cl[C:2]1[C:7]([N+:8]([O-:10])=[O:9])=[CH:6][C:5]([C:11]([F:14])([F:13])[F:12])=[CH:4][N:3]=1.[C:15]1([OH:21])[CH:20]=[CH:19][CH:18]=[CH:17][CH:16]=1.C(=O)([O-])[O-].[Cs+].[Cs+]. Product: [N+:8]([C:7]1[C:2]([O:21][C:15]2[CH:20]=[CH:19][CH:18]=[CH:17][CH:16]=2)=[N:3][CH:4]=[C:5]([C:11]([F:14])([F:13])[F:12])[CH:6]=1)([O-:10])=[O:9]. The catalyst class is: 42. (5) Reactant: [N+:1]([C:4]1[CH:16]=[CH:15][CH:14]=[CH:13][C:5]=1[CH2:6][NH:7][CH2:8][CH:9]([OH:12])[CH2:10][CH3:11])([O-:3])=[O:2].N1C=CC=CC=1.Cl[C:24](Cl)([O:26]C(=O)OC(Cl)(Cl)Cl)Cl. Product: [CH2:10]([CH:9]1[O:12][C:24](=[O:26])[N:7]([CH2:6][C:5]2[CH:13]=[CH:14][CH:15]=[CH:16][C:4]=2[N+:1]([O-:3])=[O:2])[CH2:8]1)[CH3:11]. The catalyst class is: 22. (6) Reactant: C1CCCCC=1.C([N:14]1[CH2:19][CH2:18][N:17]([CH:20]([CH2:23][OH:24])[CH2:21][OH:22])[CH2:16][CH2:15]1)C1C=CC=CC=1. Product: [N:17]1([CH:20]([CH2:21][OH:22])[CH2:23][OH:24])[CH2:18][CH2:19][NH:14][CH2:15][CH2:16]1. The catalyst class is: 261.